Predict the reaction yield, written as a fraction of the theoretical maximum amount of product (1.0 means a 100% yield; for example, 0.34 means a 34% yield). From a dataset of Reaction yield outcomes from USPTO patents with 853,638 reactions. (1) The reactants are C([O-])([O-])=O.[Na+].[Na+].Br[C:8]1[NH:9][CH:10]=[C:11]([CH:13]=[O:14])[CH:12]=1.[S:15]1[CH:19]=[CH:18][CH:17]=[C:16]1B(O)O.C(Cl)Cl. The catalyst is O.CN(C=O)C.C1C=CC([P]([Pd]([P](C2C=CC=CC=2)(C2C=CC=CC=2)C2C=CC=CC=2)([P](C2C=CC=CC=2)(C2C=CC=CC=2)C2C=CC=CC=2)[P](C2C=CC=CC=2)(C2C=CC=CC=2)C2C=CC=CC=2)(C2C=CC=CC=2)C2C=CC=CC=2)=CC=1. The product is [S:15]1[CH:19]=[CH:18][CH:17]=[C:16]1[C:8]1[NH:9][CH:10]=[C:11]([CH:13]=[O:14])[CH:12]=1. The yield is 0.610. (2) The reactants are [C:1]1([CH3:17])[CH:6]=[CH:5][CH:4]=[C:3]([NH:7][C:8]2[C:12]3[CH2:13][NH:14][CH2:15][CH2:16][C:11]=3[NH:10][N:9]=2)[CH:2]=1.[CH3:18][C:19](OC(C)=O)=[O:20]. The catalyst is CN(C=O)C. The product is [C:1]1([CH3:17])[CH:6]=[CH:5][CH:4]=[C:3]([NH:7][C:8]2[C:12]3[CH2:13][N:14]([C:19](=[O:20])[CH3:18])[CH2:15][CH2:16][C:11]=3[NH:10][N:9]=2)[CH:2]=1. The yield is 0.770. (3) The reactants are [Cl:1][C:2]1[CH:8]=[CH:7][C:5]([NH2:6])=[CH:4][C:3]=1[C:9]1[N:14]2[N:15]=[CH:16][CH:17]=[C:13]2[N:12]=[CH:11][CH:10]=1.[N:18]1([CH2:24][C:25]2[CH:33]=[CH:32][C:28]([C:29](O)=[O:30])=[CH:27][C:26]=2[C:34]([F:37])([F:36])[F:35])[CH2:23][CH2:22][O:21][CH2:20][CH2:19]1.C(N(CC)C(C)C)(C)C.F[P-](F)(F)(F)(F)F.N1(O[P+](N2CCCC2)(N2CCCC2)N2CCCC2)C2C=CC=CC=2N=N1. The catalyst is CN(C=O)C.C(OCC)(=O)C. The product is [Cl:1][C:2]1[CH:8]=[CH:7][C:5]([NH:6][C:29](=[O:30])[C:28]2[CH:32]=[CH:33][C:25]([CH2:24][N:18]3[CH2:19][CH2:20][O:21][CH2:22][CH2:23]3)=[C:26]([C:34]([F:37])([F:36])[F:35])[CH:27]=2)=[CH:4][C:3]=1[C:9]1[N:14]2[N:15]=[CH:16][CH:17]=[C:13]2[N:12]=[CH:11][CH:10]=1. The yield is 0.350. (4) The reactants are [CH2:1]([O:3][C:4]1[CH:12]=[C:11]([C:13]([F:16])([F:15])[F:14])[CH:10]=[CH:9][C:5]=1[C:6]([OH:8])=O)[CH3:2].[CH3:17][NH:18][O:19][CH3:20].CN1CCOCC1. The catalyst is C[N+]1(C2N=C(OC)N=C(OC)N=2)CCOCC1.[Cl-].CCOC(C)=O. The product is [CH3:20][O:19][N:18]([CH3:17])[C:6](=[O:8])[C:5]1[CH:9]=[CH:10][C:11]([C:13]([F:16])([F:15])[F:14])=[CH:12][C:4]=1[O:3][CH2:1][CH3:2]. The yield is 0.730. (5) The reactants are [C:1]([O-:4])([O-])=O.[Cs+].[Cs+].F[C:8]1[CH:23]=[CH:22][C:21]([C:24]([F:27])([F:26])[F:25])=[CH:20][C:9]=1[C:10]([NH:12][C:13]1[CH:18]=[CH:17][NH:16][C:15](=[O:19])[CH:14]=1)=[O:11].[F:28][C:29]1[CH:34]=[CH:33][C:32]([OH:35])=[CH:31][C:30]=1OC. The catalyst is CN(C=O)C. The product is [F:28][C:29]1[CH:34]=[CH:33][C:32]([O:35][C:8]2[CH:23]=[CH:22][C:21]([C:24]([F:27])([F:26])[F:25])=[CH:20][C:9]=2[C:10]([NH:12][C:13]2[CH:18]=[CH:17][NH:16][C:15](=[O:19])[CH:14]=2)=[O:11])=[C:31]([O:4][CH3:1])[CH:30]=1. The yield is 0.800.